From a dataset of Forward reaction prediction with 1.9M reactions from USPTO patents (1976-2016). Predict the product of the given reaction. Given the reactants [C:1]([C:3]1[CH:8]=[CH:7][C:6]([N:9]2[CH:17]=[C:16]3[C:11]([C:12]([C:19]([NH2:21])=[O:20])=[CH:13][C:14]([F:18])=[CH:15]3)=[N:10]2)=[CH:5][CH:4]=1)#[N:2].[N-:22]=[N+:23]=[N-:24].[Na+].[Cl-].[NH4+], predict the reaction product. The product is: [F:18][C:14]1[CH:13]=[C:12]([C:19]([NH2:21])=[O:20])[C:11]2[C:16](=[CH:17][N:9]([C:6]3[CH:5]=[CH:4][C:3]([C:1]4[NH:24][N:23]=[N:22][N:2]=4)=[CH:8][CH:7]=3)[N:10]=2)[CH:15]=1.